Regression. Given two drug SMILES strings and cell line genomic features, predict the synergy score measuring deviation from expected non-interaction effect. From a dataset of NCI-60 drug combinations with 297,098 pairs across 59 cell lines. (1) Drug 1: C1CC(=O)NC(=O)C1N2CC3=C(C2=O)C=CC=C3N. Drug 2: CC1=C(C=C(C=C1)NC(=O)C2=CC=C(C=C2)CN3CCN(CC3)C)NC4=NC=CC(=N4)C5=CN=CC=C5. Cell line: NCI-H460. Synergy scores: CSS=2.74, Synergy_ZIP=-0.748, Synergy_Bliss=-1.16, Synergy_Loewe=-1.49, Synergy_HSA=-2.56. (2) Drug 1: CC1=C(C(CCC1)(C)C)C=CC(=CC=CC(=CC(=O)O)C)C. Drug 2: C1CN1C2=NC(=NC(=N2)N3CC3)N4CC4. Cell line: SF-539. Synergy scores: CSS=62.3, Synergy_ZIP=0.581, Synergy_Bliss=-1.82, Synergy_Loewe=-1.53, Synergy_HSA=2.48. (3) Drug 1: C1=CC(=CC=C1CCCC(=O)O)N(CCCl)CCCl. Drug 2: C1=CC(=CC=C1C#N)C(C2=CC=C(C=C2)C#N)N3C=NC=N3. Cell line: DU-145. Synergy scores: CSS=36.5, Synergy_ZIP=-4.22, Synergy_Bliss=-4.14, Synergy_Loewe=-4.00, Synergy_HSA=-3.73.